From a dataset of Catalyst prediction with 721,799 reactions and 888 catalyst types from USPTO. Predict which catalyst facilitates the given reaction. (1) Reactant: [CH2:1]([O:3][C:4](=[O:8])[C:5](Cl)=[O:6])[CH3:2].[C:9]1([C:16]2[CH:21]=[CH:20][CH:19]=[CH:18][CH:17]=2)[CH:14]=[CH:13][C:12]([NH2:15])=[CH:11][CH:10]=1.CCN(C(C)C)C(C)C. Product: [CH2:1]([O:3][C:4](=[O:8])[C:5]([NH:15][C:12]1[CH:11]=[CH:10][C:9]([C:16]2[CH:21]=[CH:20][CH:19]=[CH:18][CH:17]=2)=[CH:14][CH:13]=1)=[O:6])[CH3:2]. The catalyst class is: 34. (2) Reactant: [Cl:1][C:2]1[CH:3]=[C:4]([C:9]2([F:15])[CH2:13][CH2:12][O:11][C:10]2=[O:14])[CH:5]=[CH:6][C:7]=1[Cl:8].[C:16](O)(=O)C.[BrH:20]. Product: [CH3:16][O:11][C:10](=[O:14])[C:9]([C:4]1[CH:5]=[CH:6][C:7]([Cl:8])=[C:2]([Cl:1])[CH:3]=1)([F:15])[CH2:13][CH2:12][Br:20]. The catalyst class is: 5. (3) The catalyst class is: 14. Product: [C:32]1([C:35]2[CH:40]=[CH:39][CH:38]=[CH:37][CH:36]=2)[CH:31]=[CH:30][C:29]([N:26]2[CH:27]=[CH:28][N:24]([CH:11]([C:12]([NH:14][C@H:15]([C:20](=[O:23])[NH:21][CH3:22])[C:16]([CH3:19])([CH3:17])[CH3:18])=[O:13])[CH2:10][C:9]([OH:41])=[O:8])[CH2:25]2)=[CH:34][CH:33]=1. Reactant: C([O:8][C:9](=[O:41])[CH2:10][CH:11]([N:24]1[CH:28]=[CH:27][N:26]([C:29]2[CH:34]=[CH:33][C:32]([C:35]3[CH:40]=[CH:39][CH:38]=[CH:37][CH:36]=3)=[CH:31][CH:30]=2)[CH2:25]1)[C:12]([NH:14][C@H:15]([C:20](=[O:23])[NH:21][CH3:22])[C:16]([CH3:19])([CH3:18])[CH3:17])=[O:13])C1C=CC=CC=1.